Dataset: Full USPTO retrosynthesis dataset with 1.9M reactions from patents (1976-2016). Task: Predict the reactants needed to synthesize the given product. (1) Given the product [F:29][C:22]1[CH:21]=[C:20]([N:3]2[C:2](=[O:1])[CH2:6][C:5]3([CH2:11][CH2:10][N:9]([C:12]([O:14][C:15]([CH3:18])([CH3:17])[CH3:16])=[O:13])[CH2:8][CH2:7]3)[CH2:4]2)[CH:25]=[CH:24][C:23]=1[N+:26]([O-:28])=[O:27], predict the reactants needed to synthesize it. The reactants are: [O:1]=[C:2]1[CH2:6][C:5]2([CH2:11][CH2:10][N:9]([C:12]([O:14][C:15]([CH3:18])([CH3:17])[CH3:16])=[O:13])[CH2:8][CH2:7]2)[CH2:4][NH:3]1.Br[C:20]1[CH:25]=[CH:24][C:23]([N+:26]([O-:28])=[O:27])=[C:22]([F:29])[CH:21]=1.CC1(C)C2C=CC=C(P(C3C=CC=CC=3)C3C=CC=CC=3)C=2OC2C1=CC=CC=2P(C1C=CC=CC=1)C1C=CC=CC=1.C(=O)([O-])[O-].[Cs+].[Cs+]. (2) Given the product [F:17][C:18]1[CH:19]=[CH:20][C:21]([C:24]2[CH:28]=[N:27][N:26]([CH2:6][C@@H:7]([NH:9][C:10](=[O:11])[O:12][C:13]([CH3:16])([CH3:15])[CH3:14])[CH3:8])[CH:25]=2)=[CH:22][CH:23]=1, predict the reactants needed to synthesize it. The reactants are: CS(O[CH2:6][C@@H:7]([NH:9][C:10]([O:12][C:13]([CH3:16])([CH3:15])[CH3:14])=[O:11])[CH3:8])(=O)=O.[F:17][C:18]1[CH:23]=[CH:22][C:21]([C:24]2[CH:25]=[N:26][NH:27][CH:28]=2)=[CH:20][CH:19]=1. (3) Given the product [C:2]1([C:19]2[CH:20]=[CH:21][CH:22]=[CH:23][CH:24]=2)[CH:7]=[CH:6][C:5]([C:8]2[N:9]=[C:10]([CH:13]3[CH2:18][CH2:17][N:16]([C:41](=[S:42])[NH:40][CH2:36][CH2:37][CH2:38][CH3:39])[CH2:15][CH2:14]3)[NH:11][CH:12]=2)=[CH:4][CH:3]=1, predict the reactants needed to synthesize it. The reactants are: Cl.[C:2]1([C:19]2[CH:24]=[CH:23][CH:22]=[CH:21][CH:20]=2)[CH:7]=[CH:6][C:5]([C:8]2[N:9]=[C:10]([CH:13]3[CH2:18][CH2:17][NH:16][CH2:15][CH2:14]3)[NH:11][CH:12]=2)=[CH:4][CH:3]=1.C(Cl)CCl.C(N(CC)CC)C.[CH2:36]([N:40]=[C:41]=[S:42])[CH2:37][CH2:38][CH3:39]. (4) Given the product [NH2:1][C:2]1[N:7]2[N:8]=[C:9]([C:11]3[O:12][CH:13]=[CH:14][CH:15]=3)[N:10]=[C:6]2[CH:5]=[C:4]([CH:16]=[O:17])[N:3]=1, predict the reactants needed to synthesize it. The reactants are: [NH2:1][C:2]1[N:7]2[N:8]=[C:9]([C:11]3[O:12][CH:13]=[CH:14][CH:15]=3)[N:10]=[C:6]2[CH:5]=[C:4]([CH2:16][OH:17])[N:3]=1. (5) Given the product [NH2:34][CH2:33][CH2:32][O:31][C:30]1[CH:42]=[CH:43][C:27]([C@@H:22]([NH:21][S:18]([C:15]2[CH:14]=[CH:13][C:12]([O:11][CH2:7][C:8]#[C:9][CH3:10])=[CH:17][CH:16]=2)(=[O:20])=[O:19])[C:23]([NH:25][OH:26])=[O:24])=[CH:28][CH:29]=1, predict the reactants needed to synthesize it. The reactants are: C(NC(=O)[O-])C.[CH2:7]([O:11][C:12]1[CH:17]=[CH:16][C:15]([S:18]([NH:21][C@H:22]([C:27]2[CH:43]=[CH:42][C:30]([O:31][CH2:32][CH2:33][NH:34]C(=O)OC(C)(C)C)=[CH:29][CH:28]=2)[C:23]([NH:25][OH:26])=[O:24])(=[O:20])=[O:19])=[CH:14][CH:13]=1)[C:8]#[C:9][CH3:10].Cl. (6) The reactants are: [Br:1][C:2]1[CH:3]=[CH:4][CH:5]=[C:6]2[C:11]=1[NH:10][C:9](=O)[N:8]([CH3:13])[C:7]2=[O:14].P(Cl)(Cl)([Cl:17])=O.C(N(C(C)C)C(C)C)C. Given the product [Br:1][C:2]1[CH:3]=[CH:4][CH:5]=[C:6]2[C:11]=1[N:10]=[C:9]([Cl:17])[N:8]([CH3:13])[C:7]2=[O:14], predict the reactants needed to synthesize it. (7) The reactants are: [CH2:1]([O:3][C:4]1[C:5]([CH3:38])=[C:6]([CH3:37])[C:7]2[N:8]([C:10]([C:31]3[CH:36]=[CH:35][CH:34]=[CH:33][CH:32]=3)=[C:11]([C:13]3[CH:18]=[CH:17][C:16]([C:19]4([NH:23]C(=O)OC(C)(C)C)[CH2:22][CH2:21][CH2:20]4)=[CH:15][CH:14]=3)[N:12]=2)[N:9]=1)[CH3:2].CO.Cl.O1CCOCC1. Given the product [CH2:1]([O:3][C:4]1[C:5]([CH3:38])=[C:6]([CH3:37])[C:7]2[N:8]([C:10]([C:31]3[CH:32]=[CH:33][CH:34]=[CH:35][CH:36]=3)=[C:11]([C:13]3[CH:14]=[CH:15][C:16]([C:19]4([NH2:23])[CH2:20][CH2:21][CH2:22]4)=[CH:17][CH:18]=3)[N:12]=2)[N:9]=1)[CH3:2], predict the reactants needed to synthesize it.